This data is from hERG Central: cardiac toxicity at 1µM, 10µM, and general inhibition. The task is: Predict hERG channel inhibition at various concentrations. The drug is CCc1ccc(NC(=O)CSc2nnc(-c3cccs3)n2CC)cc1. Results: hERG_inhib (hERG inhibition (general)): blocker.